Task: Predict which catalyst facilitates the given reaction.. Dataset: Catalyst prediction with 721,799 reactions and 888 catalyst types from USPTO (1) Reactant: [Br:1][C:2]1[CH:3]=[C:4]([CH:8]=[C:9]([OH:11])[CH:10]=1)[C:5]([OH:7])=[O:6].C(=O)([O-])[O-].[K+].[K+].[CH2:18](Br)[C:19]1[CH:24]=[CH:23][CH:22]=[CH:21][CH:20]=1. Product: [Br:1][C:2]1[CH:3]=[C:4]([CH:8]=[C:9]([OH:11])[CH:10]=1)[C:5]([O:7][CH2:18][C:19]1[CH:24]=[CH:23][CH:22]=[CH:21][CH:20]=1)=[O:6]. The catalyst class is: 35. (2) Reactant: [N:1]1([C:7](Cl)=[O:8])[CH2:6][CH2:5][O:4][CH2:3][CH2:2]1.[NH2:10][CH2:11][CH2:12][CH2:13][CH2:14][N:15]1[C:27]2[C:26]3[CH:25]=[CH:24][CH:23]=[CH:22][C:21]=3[N:20]=[C:19]([NH2:28])[C:18]=2[N:17]=[CH:16]1. Product: [NH2:28][C:19]1[C:18]2[N:17]=[CH:16][N:15]([CH2:14][CH2:13][CH2:12][CH2:11][NH:10][C:7]([N:1]3[CH2:6][CH2:5][O:4][CH2:3][CH2:2]3)=[O:8])[C:27]=2[C:26]2[CH:25]=[CH:24][CH:23]=[CH:22][C:21]=2[N:20]=1. The catalyst class is: 17.